Dataset: Full USPTO retrosynthesis dataset with 1.9M reactions from patents (1976-2016). Task: Predict the reactants needed to synthesize the given product. Given the product [NH3:5].[C:14]([O:18][CH2:19][CH2:20][N:21]1[CH2:22][CH2:23][CH:24]([O:27][C:2]2[CH:11]=[C:10]([F:12])[CH:9]=[C:8]3[C:3]=2[C:4](=[O:13])[NH:5][CH:6]=[N:7]3)[CH2:25][CH2:26]1)([CH3:17])([CH3:15])[CH3:16], predict the reactants needed to synthesize it. The reactants are: F[C:2]1[CH:11]=[C:10]([F:12])[CH:9]=[C:8]2[C:3]=1[C:4](=[O:13])[NH:5][CH:6]=[N:7]2.[C:14]([O:18][CH2:19][CH2:20][N:21]1[CH2:26][CH2:25][CH:24]([OH:27])[CH2:23][CH2:22]1)([CH3:17])([CH3:16])[CH3:15].CC(C)([O-])C.[K+].